Dataset: Reaction yield outcomes from USPTO patents with 853,638 reactions. Task: Predict the reaction yield, written as a fraction of the theoretical maximum amount of product (1.0 means a 100% yield; for example, 0.34 means a 34% yield). (1) The reactants are [CH3:1][N:2]1[C:6]([OH:7])=[C:5]([CH3:8])[C:4]([C:9]([F:12])([F:11])[F:10])=[N:3]1.C1(P(C2C=CC=CC=2)C2C=CC=CC=2)C=CC=CC=1.[F:32][CH:33]([F:36])[CH2:34]O.N(C(OC(C)C)=O)=NC(OC(C)C)=O. The catalyst is O1CCCC1.O. The product is [CH3:1][N:2]1[C:6]([O:7][CH2:34][CH:33]([F:36])[F:32])=[C:5]([CH3:8])[C:4]([C:9]([F:11])([F:10])[F:12])=[N:3]1. The yield is 0.557. (2) The reactants are [Cl:1][C:2]1[CH:3]=[C:4]([CH:42]=[CH:43][CH:44]=1)[CH2:5][N:6]1[C:14]2[C:9](=[CH:10][C:11]([O:15][CH2:16][CH2:17]OS(C3C=CC(C)=CC=3)(=O)=O)=[CH:12][CH:13]=2)[C:8]([S:29]([C:32]2[C:41]3[C:36](=[CH:37][CH:38]=[CH:39][CH:40]=3)[CH:35]=[CH:34][CH:33]=2)(=[O:31])=[O:30])=[N:7]1.[CH2:45]([NH:47][CH3:48])[CH3:46]. The catalyst is C1COCC1. The product is [Cl:1][C:2]1[CH:3]=[C:4]([CH:42]=[CH:43][CH:44]=1)[CH2:5][N:6]1[C:14]2[C:9](=[CH:10][C:11]([O:15][CH2:16][CH2:17][N:47]([CH2:45][CH3:46])[CH3:48])=[CH:12][CH:13]=2)[C:8]([S:29]([C:32]2[C:41]3[C:36](=[CH:37][CH:38]=[CH:39][CH:40]=3)[CH:35]=[CH:34][CH:33]=2)(=[O:31])=[O:30])=[N:7]1. The yield is 0.927. (3) The reactants are [I:1][C:2]1[C:10]2[C:5](=[CH:6][CH:7]=[C:8]([C:11]([O:13][CH3:14])=[O:12])[CH:9]=2)[NH:4][CH:3]=1.CC(C)([O-])C.[K+].[C:21]([O:25][C:26](O[C:26]([O:25][C:21]([CH3:24])([CH3:23])[CH3:22])=[O:27])=[O:27])([CH3:24])([CH3:23])[CH3:22]. The catalyst is C1COCC1. The product is [I:1][C:2]1[C:10]2[C:5](=[CH:6][CH:7]=[C:8]([C:11]([O:13][CH3:14])=[O:12])[CH:9]=2)[N:4]([C:26]([O:25][C:21]([CH3:24])([CH3:23])[CH3:22])=[O:27])[CH:3]=1. The yield is 0.660. (4) The reactants are [CH3:1][O:2][C:3](=[O:20])[C:4]1[CH:9]=[CH:8][C:7]([CH:10](Cl)[C:11]2[CH:16]=[CH:15][CH:14]=[C:13]([O:17][CH3:18])[CH:12]=2)=[CH:6][CH:5]=1.[CH3:21][C:22]1[CH:26]=[C:25]([CH3:27])[NH:24][N:23]=1. The catalyst is CC#N.[I-].C([N+](CCCC)(CCCC)CCCC)CCC. The product is [CH3:1][O:2][C:3](=[O:20])[C:4]1[CH:9]=[CH:8][C:7]([CH:10]([N:23]2[C:22]([CH3:21])=[CH:26][C:25]([CH3:27])=[N:24]2)[C:11]2[CH:16]=[CH:15][CH:14]=[C:13]([O:17][CH3:18])[CH:12]=2)=[CH:6][CH:5]=1. The yield is 0.300.